Dataset: Reaction yield outcomes from USPTO patents with 853,638 reactions. Task: Predict the reaction yield, written as a fraction of the theoretical maximum amount of product (1.0 means a 100% yield; for example, 0.34 means a 34% yield). (1) The reactants are [CH:1]1[C:10]2[C:5](=[CH:6][CH:7]=[CH:8][CH:9]=2)[CH:4]=[CH:3][C:2]=1[C:11]([CH2:13][CH2:14][CH2:15][CH2:16][CH2:17][CH2:18][C:19]([OH:21])=O)=[O:12].[NH2:22][C:23]1[CH:30]=[CH:29][CH:28]=[CH:27][C:24]=1[CH2:25][NH2:26].[C:31]1(N)C=CC=C[C:32]=1N. No catalyst specified. The product is [NH2:22][C:23]1[CH:30]=[CH:29][CH:28]=[CH:27][C:24]=1[CH2:25][NH:26][C:19](=[O:21])[CH2:18][CH2:17][CH2:16][CH2:15][CH2:14][CH2:13][C:11]([C:2]1[CH:1]=[CH:10][C:5]([C:6]2[CH:7]=[CH:8][CH:9]=[CH:32][CH:31]=2)=[CH:4][CH:3]=1)=[O:12]. The yield is 0.320. (2) The reactants are Cl[C:2]1[CH:3]=[CH:4][C:5]([O:20][CH3:21])=[C:6]([C:8]2[CH:13]=[CH:12][C:11]([S:14]([CH2:17][CH3:18])(=[O:16])=[O:15])=[CH:10][C:9]=2[F:19])[CH:7]=1.C([O-])(=O)C.[K+].[B:27]1([B:27]2[O:31][C:30]([CH3:33])([CH3:32])[C:29]([CH3:35])([CH3:34])[O:28]2)[O:31][C:30]([CH3:33])([CH3:32])[C:29]([CH3:35])([CH3:34])[O:28]1.C1(P(C2CCCCC2)C2CCCCC2)CCCCC1. The yield is 0.150. The product is [CH2:17]([S:14]([C:11]1[CH:12]=[CH:13][C:8]([C:6]2[C:5]([O:20][CH3:21])=[CH:4][CH:3]=[C:2]([B:27]3[O:31][C:30]([CH3:33])([CH3:32])[C:29]([CH3:35])([CH3:34])[O:28]3)[CH:7]=2)=[C:9]([F:19])[CH:10]=1)(=[O:16])=[O:15])[CH3:18]. The catalyst is COCCOC.[Pd].[Pd].C(=CC(C=CC1C=CC=CC=1)=O)C1C=CC=CC=1.C(=CC(C=CC1C=CC=CC=1)=O)C1C=CC=CC=1.C(=CC(C=CC1C=CC=CC=1)=O)C1C=CC=CC=1.